Regression. Given a peptide amino acid sequence and an MHC pseudo amino acid sequence, predict their binding affinity value. This is MHC class II binding data. From a dataset of Peptide-MHC class II binding affinity with 134,281 pairs from IEDB. (1) The peptide sequence is SQDLELSWNLNRLQAY. The binding affinity (normalized) is 0.834. The MHC is HLA-DQA10101-DQB10501 with pseudo-sequence HLA-DQA10101-DQB10501. (2) The peptide sequence is GVLQTFMRMAWGGSY. The MHC is DRB1_1501 with pseudo-sequence DRB1_1501. The binding affinity (normalized) is 0.629. (3) The peptide sequence is ISEAGQAMASTEGNV. The MHC is DRB1_1302 with pseudo-sequence DRB1_1302. The binding affinity (normalized) is 0.0517.